From a dataset of Peptide-MHC class II binding affinity with 134,281 pairs from IEDB. Regression. Given a peptide amino acid sequence and an MHC pseudo amino acid sequence, predict their binding affinity value. This is MHC class II binding data. (1) The peptide sequence is DVVPEKYTIGATYAP. The MHC is HLA-DQA10104-DQB10503 with pseudo-sequence HLA-DQA10104-DQB10503. The binding affinity (normalized) is 0. (2) The peptide sequence is SRWSSPDNVKPIYIV. The MHC is DRB1_1302 with pseudo-sequence DRB1_1302. The binding affinity (normalized) is 0.338. (3) The peptide sequence is SQDLELSWNLNGTQAY. The MHC is DRB1_0802 with pseudo-sequence DRB1_0802. The binding affinity (normalized) is 0.168.